Dataset: Reaction yield outcomes from USPTO patents with 853,638 reactions. Task: Predict the reaction yield, written as a fraction of the theoretical maximum amount of product (1.0 means a 100% yield; for example, 0.34 means a 34% yield). (1) The reactants are [CH3:1][O:2][C:3]1[CH:4]=[N:5][C:6]2[C:7](=O)[NH:8][CH:9]=[CH:10][C:11]=2[CH:12]=1.P(Cl)(Cl)([Cl:16])=O. The product is [Cl:16][C:7]1[N:8]=[CH:9][CH:10]=[C:11]2[C:6]=1[N:5]=[CH:4][C:3]([O:2][CH3:1])=[CH:12]2. The catalyst is C(#N)C. The yield is 0.600. (2) The reactants are [C:1](Cl)(Cl)=[S:2].Cl.[NH2:6][C:7]1[CH:12]=[CH:11][C:10]([NH:13][C:14]([NH:16][O:17][CH3:18])=[O:15])=[CH:9][CH:8]=1.C(N(CC)CC)C.O. The catalyst is O1CCCC1.C(OCC)C. The product is [N:6]([C:7]1[CH:12]=[CH:11][C:10]([NH:13][C:14]([NH:16][O:17][CH3:18])=[O:15])=[CH:9][CH:8]=1)=[C:1]=[S:2]. The yield is 0.620. (3) The reactants are [CH3:1][O-].[Na+].Cl[CH2:5][CH2:6][CH2:7][C:8]([NH:10][C:11]1[CH:16]=[C:15]([O:17][C:18]2[C:19]([NH2:25])=[N:20][C:21](N)=[N:22][CH:23]=2)[C:14]([CH:26]([CH3:28])[CH3:27])=[CH:13][C:12]=1[O:29][CH3:30])=[O:9]. The catalyst is CO. The product is [NH2:25][C:19]1[C:18]([O:17][C:15]2[C:14]([CH:26]([CH3:28])[CH3:27])=[CH:13][C:12]([O:29][CH3:30])=[C:11]([N:10]3[CH2:5][CH2:6][CH2:7][C:8]3=[O:9])[CH:16]=2)=[CH:23][N:22]=[C:21]([CH3:1])[N:20]=1. The yield is 0.470. (4) The reactants are [CH3:1][C:2]1([CH3:16])[C:6]([CH3:7])=[CH:5][CH2:4][CH:3]1[CH2:8][CH:9]=[CH:10][C:11]([O:13]CC)=[O:12].C1COCC1. The catalyst is [OH-].[Na+]. The product is [CH3:1][C:2]1([CH3:16])[C:6]([CH3:7])=[CH:5][CH2:4][CH:3]1[CH2:8][CH:9]=[CH:10][C:11]([OH:13])=[O:12]. The yield is 0.900. (5) The reactants are C1C=CC(P(C2C=CC=CC=2)C2C=CC=CC=2)=CC=1.CCN(CC)CC.I[C:28]1[CH:44]=[C:43]([O:45][CH3:46])[C:42]([O:47][CH3:48])=[CH:41][C:29]=1[C:30]([NH:32][CH2:33]/[CH:34]=[CH:35]\[C:36]([O:38][CH2:39][CH3:40])=[O:37])=[O:31]. The catalyst is CC#N.CC([O-])=O.CC([O-])=O.[Pd+2]. The product is [CH3:46][O:45][C:43]1[CH:44]=[C:28]2[C:29](=[CH:41][C:42]=1[O:47][CH3:48])[C:30](=[O:31])[NH:32][CH2:33]/[C:34]/2=[CH:35]\[C:36]([O:38][CH2:39][CH3:40])=[O:37]. The yield is 0.830. (6) The yield is 0.880. The catalyst is ClCCl.CN(C)C=O. The product is [CH:1]1([C:4]2[CH:8]=[CH:7][NH:6][C:5]=2[C:9]([NH:6][C:5]2[CH:4]=[CH:1][CH:2]=[CH:3][C:12]=2[CH3:13])=[O:11])[CH2:2][CH2:3]1. The reactants are [CH:1]1([C:4]2[CH:8]=[CH:7][NH:6][C:5]=2[C:9]([OH:11])=O)[CH2:3][CH2:2]1.[C:12](Cl)(=O)[C:13](Cl)=O. (7) The product is [OH:24][CH2:23][C:22]([NH:21][C:2]1[N:3]([CH3:20])[C:4](=[O:19])[C:5]2[C:6](=[N:8][N:9]([CH2:11][C:12]3[CH:17]=[CH:16][C:15]([Br:18])=[CH:14][CH:13]=3)[CH:10]=2)[N:7]=1)([CH3:26])[CH3:25]. The catalyst is CN1C(=O)CCC1. The yield is 0.740. The reactants are Cl[C:2]1[N:3]([CH3:20])[C:4](=[O:19])[C:5]2[C:6](=[N:8][N:9]([CH2:11][C:12]3[CH:17]=[CH:16][C:15]([Br:18])=[CH:14][CH:13]=3)[CH:10]=2)[N:7]=1.[NH2:21][C:22]([CH3:26])([CH3:25])[CH2:23][OH:24].O. (8) The reactants are C(C1COC(=O)N1[C:14](=[O:35])[CH:15]([CH3:34])[CH:16]([O:26][Si:27]([CH2:32][CH3:33])([CH2:30][CH3:31])[CH2:28][CH3:29])[C:17]([CH3:25])=[CH:18][C:19]1[N:20]=[C:21]([CH3:24])[S:22][CH:23]=1)C1C=CC=CC=1.CO.[Li+].[BH4-]. The catalyst is C1COCC1. The product is [CH3:34][CH:15]([CH:16]([O:26][Si:27]([CH2:32][CH3:33])([CH2:28][CH3:29])[CH2:30][CH3:31])[C:17]([CH3:25])=[CH:18][C:19]1[N:20]=[C:21]([CH3:24])[S:22][CH:23]=1)[CH2:14][OH:35]. The yield is 0.580.